This data is from Forward reaction prediction with 1.9M reactions from USPTO patents (1976-2016). The task is: Predict the product of the given reaction. (1) Given the reactants C[O:2][C:3](=O)[CH2:4][CH2:5][C:6]1[C:7](=[O:13])[N:8]([CH3:12])[CH2:9][CH2:10][CH:11]=1.CO.[NH2:17][O:18][K].C(O)(=O)C, predict the reaction product. The product is: [OH:18][NH:17][C:3](=[O:2])[CH2:4][CH2:5][C:6]1[C:7](=[O:13])[N:8]([CH3:12])[CH2:9][CH2:10][CH:11]=1. (2) Given the reactants FC(F)(F)C(O)=O.[CH3:8][C:9]1[N:10]=[C:11]([NH:14][C:15]2[C:20]([O:21][CH2:22][C:23]3[CH:24]=[C:25]([CH:31]=[CH:32][CH:33]=3)[O:26][CH2:27][C:28]([OH:30])=O)=[CH:19][CH:18]=[CH:17][N:16]=2)[S:12][CH:13]=1.C(N(CC)CC)C.[CH3:41][N:42]([CH3:46])[CH2:43][CH2:44][NH2:45].[ClH:47], predict the reaction product. The product is: [ClH:47].[ClH:47].[CH3:41][N:42]([CH3:46])[CH2:43][CH2:44][NH:45][C:28](=[O:30])[CH2:27][O:26][C:25]1[CH:31]=[CH:32][CH:33]=[C:23]([CH2:22][O:21][C:20]2[C:15]([NH:14][C:11]3[S:12][CH:13]=[C:9]([CH3:8])[N:10]=3)=[N:16][CH:17]=[CH:18][CH:19]=2)[CH:24]=1. (3) Given the reactants [Br:1][C:2]1[C:20]([CH3:21])=[C:19]([N+:22]([O-:24])=[O:23])[CH:18]=[C:17]([Br:25])[C:3]=1[O:4][C:5]1[CH:6]=[C:7]([CH:14]([CH3:16])[CH3:15])[C:8]([OH:13])=[C:9]([CH:12]=1)[CH:10]=[O:11].[CH3:26][Al](C)C.C1(C)C=CC=CC=1, predict the reaction product. The product is: [Br:1][C:2]1[C:20]([CH3:21])=[C:19]([N+:22]([O-:24])=[O:23])[CH:18]=[C:17]([Br:25])[C:3]=1[O:4][C:5]1[CH:6]=[C:7]([CH:14]([CH3:15])[CH3:16])[C:8]([OH:13])=[C:9]([CH:10]([OH:11])[CH3:26])[CH:12]=1. (4) Given the reactants [O:1]=[C:2]1[N:7]([C:8]2[CH:13]=[CH:12][C:11]([NH:14][C:15](=[O:24])[O:16][CH2:17][C:18]3C=CC=CC=3)=[CH:10][CH:9]=2)[CH2:6][CH2:5][O:4][CH2:3]1.[C:25]([O:29][Li])(C)(C)C.C(OC[C@@H]1OC1)(=O)CCC, predict the reaction product. The product is: [OH:29][CH2:25][C@@H:17]1[O:16][C:15](=[O:24])[N:14]([C:11]2[CH:10]=[CH:9][C:8]([N:7]3[CH2:6][CH2:5][O:4][CH2:3][C:2]3=[O:1])=[CH:13][CH:12]=2)[CH2:18]1. (5) Given the reactants [N+:1]([C:4]1[CH:5]=[C:6]2[C:11](=[CH:12][C:13]=1[Cl:14])[NH:10][C:9](=O)[N:8]=[CH:7]2)([O-:3])=[O:2].P(Cl)(Cl)([Cl:18])=O, predict the reaction product. The product is: [N+:1]([C:4]1[CH:5]=[C:6]2[C:11](=[CH:12][C:13]=1[Cl:14])[N:10]=[CH:9][N:8]=[C:7]2[Cl:18])([O-:3])=[O:2]. (6) Given the reactants Cl.[N:2]1[C:11]2[C:6](=[CH:7][CH:8]=[CH:9][CH:10]=2)[CH:5]=[CH:4][C:3]=1[CH2:12][CH:13]1[CH2:17][CH2:16][CH2:15][CH:14]1[NH2:18].CCN(C(C)C)C(C)C.[CH3:28][O:29][C:30]1[CH:38]=[CH:37][CH:36]=[C:35]([O:39][CH3:40])[C:31]=1[C:32](Cl)=[O:33], predict the reaction product. The product is: [CH3:40][O:39][C:35]1[CH:36]=[CH:37][CH:38]=[C:30]([O:29][CH3:28])[C:31]=1[C:32]([NH:18][CH:14]1[CH2:15][CH2:16][CH2:17][CH:13]1[CH2:12][C:3]1[CH:4]=[CH:5][C:6]2[C:11](=[CH:10][CH:9]=[CH:8][CH:7]=2)[N:2]=1)=[O:33]. (7) Given the reactants C([N:8]1[CH2:15][CH:14]2[CH2:16][CH:10]([CH2:11][N:12]([C:17]([NH:19][CH2:20][CH3:21])=[O:18])[CH2:13]2)[CH2:9]1)C1C=CC=CC=1, predict the reaction product. The product is: [CH2:20]([NH:19][C:17]([N:12]1[CH2:13][CH:14]2[CH2:16][CH:10]([CH2:9][NH:8][CH2:15]2)[CH2:11]1)=[O:18])[CH3:21]. (8) Given the reactants Br[C:2]1[C:3]2[CH:15]=[CH:14][CH:13]=[CH:12][C:4]=2[S:5][C:6]=1[CH2:7][CH2:8][N:9]([CH3:11])[CH3:10].CN(CCN(C)C)C.[Li]CCCC.[F:29][C:30]1[C:35]([CH:36]=[O:37])=[CH:34][CH:33]=[CH:32][N:31]=1, predict the reaction product. The product is: [CH3:10][N:9]([CH3:11])[CH2:8][CH2:7][C:6]1[S:5][C:4]2[CH:12]=[CH:13][CH:14]=[CH:15][C:3]=2[C:2]=1[CH:36]([C:35]1[C:30]([F:29])=[N:31][CH:32]=[CH:33][CH:34]=1)[OH:37].